From a dataset of Forward reaction prediction with 1.9M reactions from USPTO patents (1976-2016). Predict the product of the given reaction. Given the reactants C([O:5][N:6]=[C:7]1[C:16]2[C:11](=[CH:12][CH:13]=[C:14]([O:17][CH2:18][CH2:19][Cl:20])[CH:15]=2)[O:10][C:9]([C:21]2[N:26]=[CH:25][N:24]3[CH:27]=[CH:28][CH:29]=[C:23]3[CH:22]=2)=[CH:8]1)(C)(C)C.[CH2:30]1[CH2:35][CH2:34][N:33]([CH:36]2[CH2:41][CH2:40][NH:39][CH2:38][CH2:37]2)[CH2:32][CH2:31]1, predict the reaction product. The product is: [ClH:20].[ClH:20].[N:33]1([CH:36]2[CH2:41][CH2:40][N:39]([CH2:19][CH2:18][O:17][C:14]3[CH:15]=[C:16]4[C:11](=[CH:12][CH:13]=3)[O:10][C:9]([C:21]3[N:26]=[CH:25][N:24]5[CH:27]=[CH:28][CH:29]=[C:23]5[CH:22]=3)=[CH:8][C:7]4=[N:6][OH:5])[CH2:38][CH2:37]2)[CH2:34][CH2:35][CH2:30][CH2:31][CH2:32]1.